Dataset: Forward reaction prediction with 1.9M reactions from USPTO patents (1976-2016). Task: Predict the product of the given reaction. (1) Given the reactants [NH2:1][C:2]1[C:7]([C:8]#[C:9][CH2:10][OH:11])=[N:6][C:5]([S:12][CH3:13])=[CH:4][N:3]=1.O, predict the reaction product. The product is: [CH3:13][S:12][C:5]1[N:6]=[C:7]2[CH:8]=[C:9]([CH2:10][OH:11])[NH:1][C:2]2=[N:3][CH:4]=1. (2) Given the reactants [CH3:1][O:2][C:3]1[CH:11]=[CH:10][C:6]([C:7](Cl)=[O:8])=[CH:5][CH:4]=1.[N+:12]([C:15]1[CH:20]=[CH:19][C:18]([C:21]2[NH:22][CH:23]=[CH:24][CH:25]=2)=[CH:17][C:16]=1[NH2:26])([O-:14])=[O:13].C([O-])(O)=O.[Na+], predict the reaction product. The product is: [CH3:1][O:2][C:3]1[CH:11]=[CH:10][C:6]([C:7]([NH:26][C:16]2[CH:17]=[C:18]([C:21]3[NH:22][CH:23]=[CH:24][CH:25]=3)[CH:19]=[CH:20][C:15]=2[N+:12]([O-:14])=[O:13])=[O:8])=[CH:5][CH:4]=1. (3) Given the reactants [CH:1]1([C:7]([O:9][CH3:10])=O)[CH2:6][CH2:5][CH2:4][CH2:3][CH2:2]1.C[Si]([N-][Si](C)(C)C)(C)C.[K+].C1COCC1.BrCCOC[C:31]1[CH:36]=[CH:35][CH:34]=[CH:33][CH:32]=1, predict the reaction product. The product is: [CH2:7]([O:9][CH2:10][C:31]1[CH:36]=[CH:35][CH:34]=[CH:33][CH:32]=1)[C:1]1[CH:6]=[CH:5][CH:4]=[CH:3][CH:2]=1. (4) The product is: [C:13]([O:16][C:17]1[CH:25]=[CH:24][C:23]([Cl:26])=[CH:22][C:18]=1[C:19]([NH:28][CH2:29][C:30](=[O:31])[NH:32][C:33]1[CH:38]=[C:37]([C:39]([F:42])([F:41])[F:40])[CH:36]=[C:35]([C:43]([F:44])([F:45])[F:46])[CH:34]=1)=[O:21])(=[O:15])[CH3:14]. Given the reactants CCN=C=NCCCN(C)C.Cl.[C:13]([O:16][C:17]1[CH:25]=[CH:24][C:23]([Cl:26])=[CH:22][C:18]=1[C:19]([OH:21])=O)(=[O:15])[CH3:14].Cl.[NH2:28][CH2:29][C:30]([NH:32][C:33]1[CH:38]=[C:37]([C:39]([F:42])([F:41])[F:40])[CH:36]=[C:35]([C:43]([F:46])([F:45])[F:44])[CH:34]=1)=[O:31].ON1C2C=CC=CC=2N=N1.Cl, predict the reaction product. (5) Given the reactants F[C:2]1[CH:7]=[CH:6][C:5]([C:8]2[NH:12][N:11]=[CH:10][C:9]=2[C:13]2[CH:18]=[CH:17][N:16]=[C:15]([NH:19][C:20]3[CH:25]=[CH:24][CH:23]=[C:22]([CH2:26][OH:27])[CH:21]=3)[N:14]=2)=[CH:4][CH:3]=1.[C:28](OC(=O)C)(=[O:30])[CH3:29].[C:35](OCC)(=[O:37])[CH3:36], predict the reaction product. The product is: [C:5]1([C:8]2[N:12]([C:28](=[O:30])[CH3:29])[N:11]=[CH:10][C:9]=2[C:13]2[CH:18]=[CH:17][N:16]=[C:15]([NH:19][C:20]3[CH:25]=[CH:24][CH:23]=[C:22]([CH2:26][O:27][C:35](=[O:37])[CH3:36])[CH:21]=3)[N:14]=2)[CH:6]=[CH:7][CH:2]=[CH:3][CH:4]=1.